Task: Predict the reaction yield, written as a fraction of the theoretical maximum amount of product (1.0 means a 100% yield; for example, 0.34 means a 34% yield).. Dataset: Reaction yield outcomes from USPTO patents with 853,638 reactions (1) The reactants are CN(C=O)C.[CH2:6]([O:13][C:14]1[C:22]([O:23][CH3:24])=[CH:21][C:17]([C:18]([OH:20])=O)=[C:16]([N+:25]([O-:27])=[O:26])[CH:15]=1)[C:7]1[CH:12]=[CH:11][CH:10]=[CH:9][CH:8]=1.C(Cl)(=O)C(Cl)=O.Cl.[CH3:35][O:36][C:37](=[O:44])[C@@H:38]1[CH2:42][C:41](=[CH2:43])[CH2:40][NH:39]1. The catalyst is C(Cl)Cl.CCN(CC)CC. The product is [CH2:6]([O:13][C:14]1[C:22]([O:23][CH3:24])=[CH:21][C:17]([C:18]([N:39]2[CH2:40][C:41](=[CH2:43])[CH2:42][C@H:38]2[C:37]([O:36][CH3:35])=[O:44])=[O:20])=[C:16]([N+:25]([O-:27])=[O:26])[CH:15]=1)[C:7]1[CH:8]=[CH:9][CH:10]=[CH:11][CH:12]=1. The yield is 0.761. (2) The reactants are [CH3:1][C:2]1[O:6][N:5]=[C:4]([C:7]2[CH:12]=[CH:11][CH:10]=[CH:9][CH:8]=2)[C:3]=1[CH2:13][OH:14].[Br:15][C:16]1[C:17](Cl)=[N:18][CH:19]=[C:20]([CH:25]=1)[C:21]([O:23][CH3:24])=[O:22]. No catalyst specified. The product is [CH3:24][O:23][C:21](=[O:22])[C:20]1[CH:25]=[C:16]([Br:15])[C:17]([O:14][CH2:13][C:3]2[C:4]([C:7]3[CH:12]=[CH:11][CH:10]=[CH:9][CH:8]=3)=[N:5][O:6][C:2]=2[CH3:1])=[N:18][CH:19]=1. The yield is 0.370. (3) The yield is 0.257. The reactants are [Br:1][C:2]1[N:7]=[CH:6][C:5](/[CH:8]=[CH:9]/[C:10]([O:12][CH3:13])=[O:11])=[CH:4][CH:3]=1.[BH4-].[Na+]. The catalyst is CO.C(OCC)(=O)C.[Ni](Cl)Cl. The product is [Br:1][C:2]1[N:7]=[CH:6][C:5]([CH2:8][CH2:9][C:10]([O:12][CH3:13])=[O:11])=[CH:4][CH:3]=1. (4) The reactants are C[Si]([N-][Si](C)(C)C)(C)C.[Na+].C(OC([N:18]1[C:22]([NH2:23])=[CH:21][C:20]([CH2:24][CH2:25][C:26]2[CH:31]=[C:30]([O:32][CH3:33])[CH:29]=[C:28]([O:34][CH3:35])[CH:27]=2)=[N:19]1)=O)(C)(C)C.[OH:36][CH2:37][CH2:38][O:39][C:40]1[CH:49]=[CH:48][C:43]([C:44](OC)=[O:45])=[CH:42][CH:41]=1. The catalyst is C1COCC1. The product is [CH3:33][O:32][C:30]1[CH:31]=[C:26]([CH2:25][CH2:24][C:20]2[NH:19][N:18]=[C:22]([NH:23][C:44](=[O:45])[C:43]3[CH:42]=[CH:41][C:40]([O:39][CH2:38][CH2:37][OH:36])=[CH:49][CH:48]=3)[CH:21]=2)[CH:27]=[C:28]([O:34][CH3:35])[CH:29]=1. The yield is 0.120. (5) The reactants are [F:1][C:2]([C:5]1[CH:10]=[CH:9][N:8]=[C:7]([C:11]([O:13]CC)=[O:12])[CH:6]=1)([CH3:4])[CH3:3].[Li+].[OH-]. The catalyst is C1COCC1. The product is [F:1][C:2]([C:5]1[CH:10]=[CH:9][N:8]=[C:7]([C:11]([OH:13])=[O:12])[CH:6]=1)([CH3:4])[CH3:3]. The yield is 0.710. (6) The reactants are I[C:2]1[CH:14]=[CH:13][C:12]([O:15][CH3:16])=[CH:11][C:3]=1[NH:4][C:5](=O)[C:6](F)(F)F.C(N(CC)C(C)C)(C)C.[CH:26]#CC.[CH3:29][O:30][C:31]1[CH:32]=[C:33](I)[CH:34]=[C:35]([O:39][CH3:40])[C:36]=1[O:37][CH3:38].[C:42]([O-:45])([O-])=O.[K+].[K+]. The catalyst is CN(C=O)C.[Cu]I. The yield is 0.550. The product is [CH3:16][O:15][C:12]1[CH:11]=[C:3]2[C:2]([C:6]([C:42](=[O:45])[C:33]3[CH:32]=[C:31]([O:30][CH3:29])[C:36]([O:37][CH3:38])=[C:35]([O:39][CH3:40])[CH:34]=3)=[C:5]([CH3:26])[NH:4]2)=[CH:14][CH:13]=1. (7) The reactants are [F:1][C:2]([F:24])([F:23])[CH:3]([C:14]1[CH:19]=[C:18]([Cl:20])[C:17]([Cl:21])=[C:16]([Cl:22])[CH:15]=1)/[CH:4]=[CH:5]/[C:6]1[CH:11]=[CH:10][C:9]([NH:12][NH2:13])=[CH:8][CH:7]=1.CCN(C(C)C)C(C)C.C1C=CC2N(O)N=NC=2C=1.O.CCN=C=NCCCN(C)C.Cl.[CH:57]1([C:60](Cl)=[O:61])[CH2:59][CH2:58]1. The catalyst is C(Cl)Cl.C([O-])(O)=O.[Na+]. The product is [F:24][C:2]([F:1])([F:23])[CH:3]([C:14]1[CH:15]=[C:16]([Cl:22])[C:17]([Cl:21])=[C:18]([Cl:20])[CH:19]=1)/[CH:4]=[CH:5]/[C:6]1[CH:11]=[CH:10][C:9]([NH:12][NH:13][C:60]([CH:57]2[CH2:59][CH2:58]2)=[O:61])=[CH:8][CH:7]=1. The yield is 0.550. (8) The reactants are C[O:2][C:3]([C:5]1[CH:14]=[C:13]([C:15]2[CH:20]=[CH:19][CH:18]=[C:17]([Cl:21])[CH:16]=2)[C:8]2[N:9]=[C:10]([NH2:12])[O:11][C:7]=2[CH:6]=1)=O.[Li+].[BH4-].CCOCC.CCCCCC. The catalyst is C1COCC1. The product is [NH2:12][C:10]1[O:11][C:7]2[CH:6]=[C:5]([CH2:3][OH:2])[CH:14]=[C:13]([C:15]3[CH:20]=[CH:19][CH:18]=[C:17]([Cl:21])[CH:16]=3)[C:8]=2[N:9]=1. The yield is 0.590.